From a dataset of Full USPTO retrosynthesis dataset with 1.9M reactions from patents (1976-2016). Predict the reactants needed to synthesize the given product. Given the product [CH2:13]([O:12][C:10](=[O:11])[CH2:9][S:8][C:4]1[CH:5]=[CH:6][CH:7]=[C:2]([O:1][CH2:16][C:17]#[C:18][CH3:19])[CH:3]=1)[CH3:14], predict the reactants needed to synthesize it. The reactants are: [OH:1][C:2]1[CH:3]=[C:4]([S:8][CH2:9][C:10]([O:12][CH2:13][CH3:14])=[O:11])[CH:5]=[CH:6][CH:7]=1.Br[CH2:16][C:17]#[C:18][CH3:19].